This data is from Full USPTO retrosynthesis dataset with 1.9M reactions from patents (1976-2016). The task is: Predict the reactants needed to synthesize the given product. (1) Given the product [NH2:6][C:7]1[C:12]([C:13]([F:14])([F:15])[F:16])=[CH:11][C:10]([CH2:17][C@@H:18]([OH:34])[C:19]([N:21]2[CH2:26][CH2:25][CH:24]([N:27]3[CH2:28][CH2:29][N:30]([CH3:33])[CH2:31][CH2:32]3)[CH2:23][CH2:22]2)=[O:20])=[CH:9][C:8]=1[Cl:42], predict the reactants needed to synthesize it. The reactants are: Cl[Si](C)(C)C.[NH2:6][C:7]1[C:12]([C:13]([F:16])([F:15])[F:14])=[CH:11][C:10]([CH2:17][C@@H:18]([O:34]CC2C=CC=CC=2)[C:19]([N:21]2[CH2:26][CH2:25][CH:24]([N:27]3[CH2:32][CH2:31][N:30]([CH3:33])[CH2:29][CH2:28]3)[CH2:23][CH2:22]2)=[O:20])=[CH:9][C:8]=1[Cl:42].[Na+].[I-].N. (2) Given the product [Cl:1][C:2]1[CH:3]=[CH:4][C:5]([O:35][C:36]([F:39])([F:37])[F:38])=[C:6]([C:8]2[C:13]([C:14]#[N:15])=[CH:12][N:11]([CH:16]([CH3:33])[C:17]([NH:19][C:20]3[CH:32]=[CH:31][C:23]([C:24]([OH:26])=[O:25])=[CH:22][CH:21]=3)=[O:18])[C:10](=[O:34])[CH:9]=2)[CH:7]=1, predict the reactants needed to synthesize it. The reactants are: [Cl:1][C:2]1[CH:3]=[CH:4][C:5]([O:35][C:36]([F:39])([F:38])[F:37])=[C:6]([C:8]2[C:13]([C:14]#[N:15])=[CH:12][N:11]([CH:16]([CH3:33])[C:17]([NH:19][C:20]3[CH:32]=[CH:31][C:23]([C:24]([O:26]C(C)(C)C)=[O:25])=[CH:22][CH:21]=3)=[O:18])[C:10](=[O:34])[CH:9]=2)[CH:7]=1.C(O)(C(F)(F)F)=O. (3) Given the product [NH2:7][C:2]1[CH:3]=[CH:4][CH:5]=[CH:6][C:1]=1[NH:8][S:16]([C:13]1[CH:14]=[CH:15][C:10]([Cl:9])=[CH:11][CH:12]=1)(=[O:18])=[O:17], predict the reactants needed to synthesize it. The reactants are: [C:1]1([NH2:8])[CH:6]=[CH:5][CH:4]=[CH:3][C:2]=1[NH2:7].[Cl:9][C:10]1[CH:15]=[CH:14][C:13]([S:16](Cl)(=[O:18])=[O:17])=[CH:12][CH:11]=1. (4) Given the product [ClH:23].[NH:1]1[CH2:5][CH2:4][CH2:3][C@H:2]1[CH2:6][O:7][C:8]1[CH:9]=[C:10]([N:14]2[CH2:18][CH2:17][C@@H:16]([CH2:19][CH2:20][CH2:21][OH:22])[CH2:15]2)[CH:11]=[N:12][CH:13]=1, predict the reactants needed to synthesize it. The reactants are: [NH:1]1[CH2:5][CH2:4][CH2:3][C@H:2]1[CH2:6][O:7][C:8]1[CH:9]=[C:10]([N:14]2[CH2:18][CH2:17][C@@H:16]([CH2:19][CH2:20][CH2:21][OH:22])[CH2:15]2)[CH:11]=[N:12][CH:13]=1.[ClH:23]. (5) Given the product [Cl:1][C:2]1=[N:3][C:4]2[CH:16]=[C:15]([C:17]([NH:34][CH:31]3[CH2:32][CH2:33][C:28]([F:35])([F:27])[CH2:29][CH2:30]3)=[O:18])[CH:14]=[CH:13][C:5]=2[S:6][C:7]2[CH:12]=[CH:11][CH:10]=[CH:9][C:8]1=2, predict the reactants needed to synthesize it. The reactants are: [Cl:1][C:2]1=[N:3][C:4]2[CH:16]=[C:15]([C:17](Cl)=[O:18])[CH:14]=[CH:13][C:5]=2[S:6][C:7]2[CH:12]=[CH:11][CH:10]=[CH:9][C:8]1=2.C(N(CC)CC)C.[F:27][C:28]1([F:35])[CH2:33][CH2:32][CH:31]([NH2:34])[CH2:30][CH2:29]1. (6) Given the product [F:21][C:18]([F:19])([F:20])[CH2:17][O:16][C:5]1[CH:6]=[CH:7][C:8]([O:10][CH2:11][C:12]([F:13])([F:14])[F:15])=[CH:9][C:4]=1[C:2](=[O:3])[CH:1]=[CH:22][C:23]1[CH:28]=[CH:27][CH:26]=[C:25]([O:29][CH3:30])[CH:24]=1, predict the reactants needed to synthesize it. The reactants are: [CH3:1][C:2]([C:4]1[CH:9]=[C:8]([O:10][CH2:11][C:12]([F:15])([F:14])[F:13])[CH:7]=[CH:6][C:5]=1[O:16][CH2:17][C:18]([F:21])([F:20])[F:19])=[O:3].[CH:22](=O)[C:23]1[CH:28]=[CH:27][CH:26]=[C:25]([O:29][CH3:30])[CH:24]=1. (7) Given the product [CH3:11][C:10]1[CH2:4][CH:3]([C:2]([F:6])([F:5])[F:1])[O:8][N:7]=1, predict the reactants needed to synthesize it. The reactants are: [F:1][C:2]([F:6])([F:5])[CH:3]=[CH2:4].[N+:7]([CH2:10][CH3:11])([O-])=[O:8].C1(N=C=O)C=CC=CC=1. (8) Given the product [C:15]([C:12]1[CH:13]=[CH:14][C:9]([Br:8])=[CH:10][C:11]=1[O:18][C:22](=[O:23])[C:21]1[CH:25]=[CH:26][C:27]([Cl:29])=[CH:28][C:20]=1[Cl:19])(=[O:17])[CH3:16], predict the reactants needed to synthesize it. The reactants are: C(N(CC)CC)C.[Br:8][C:9]1[CH:14]=[CH:13][C:12]([C:15](=[O:17])[CH3:16])=[C:11]([OH:18])[CH:10]=1.[Cl:19][C:20]1[CH:28]=[C:27]([Cl:29])[CH:26]=[CH:25][C:21]=1[C:22](Cl)=[O:23]. (9) Given the product [NH2:16][C:10]1[O:11][CH2:12][C:13]([F:14])([F:15])[C@:8]([C:6]2[CH:7]=[C:2]([NH:1][C:27]([C:24]3[CH:23]=[CH:22][C:21]([C:19]#[N:20])=[CH:26][N:25]=3)=[O:28])[CH:3]=[CH:4][C:5]=2[Cl:18])([CH3:17])[N:9]=1, predict the reactants needed to synthesize it. The reactants are: [NH2:1][C:2]1[CH:3]=[CH:4][C:5]([Cl:18])=[C:6]([C@:8]2([CH3:17])[C:13]([F:15])([F:14])[CH2:12][O:11][C:10]([NH2:16])=[N:9]2)[CH:7]=1.[C:19]([C:21]1[CH:22]=[CH:23][C:24]([C:27](O)=[O:28])=[N:25][CH:26]=1)#[N:20].